This data is from Full USPTO retrosynthesis dataset with 1.9M reactions from patents (1976-2016). The task is: Predict the reactants needed to synthesize the given product. (1) Given the product [CH3:1][O:2][C:3]1[CH:8]=[CH:7][C:6]([O:9][CH3:10])=[CH:5][C:4]=1[CH2:11][CH2:12][CH2:13][CH2:14][CH2:15][N:20]([CH2:19][CH2:18][CH3:17])[CH:21]1[CH2:22][CH2:23][C:24]2[N:28]=[C:27]([NH2:29])[S:26][C:25]=2[CH2:30]1, predict the reactants needed to synthesize it. The reactants are: [CH3:1][O:2][C:3]1[CH:8]=[CH:7][C:6]([O:9][CH3:10])=[CH:5][C:4]=1[CH2:11][CH2:12][CH2:13][CH2:14][CH:15]=O.[CH3:17][CH2:18][CH2:19][NH:20][C@@H:21]1[CH2:30][C:25]2[S:26][C:27]([NH2:29])=[N:28][C:24]=2[CH2:23][CH2:22]1.[BH-](OC(C)=O)(OC(C)=O)OC(C)=O.[Na+]. (2) Given the product [CH3:1][O:2][C:3]1[CH:4]=[C:5]2[C:10](=[CH:11][C:12]=1[O:13][CH3:14])[N:9]=[CH:8][N:7]=[C:6]2[N:15]1[CH2:24][CH2:23][C:22]2[C:17](=[CH:18][CH:19]=[C:20]([CH2:25][O:26][CH3:31])[CH:21]=2)[CH2:16]1, predict the reactants needed to synthesize it. The reactants are: [CH3:1][O:2][C:3]1[CH:4]=[C:5]2[C:10](=[CH:11][C:12]=1[O:13][CH3:14])[N:9]=[CH:8][N:7]=[C:6]2[N:15]1[CH2:24][CH2:23][C:22]2[C:17](=[CH:18][CH:19]=[C:20]([CH2:25][OH:26])[CH:21]=2)[CH2:16]1.[H-].[Na+].CI.[CH3:31]NC. (3) The reactants are: C1C=CC2N(O)[N:8]=[N:7]C=2C=1.CCN=C=NCCCN(C)C.Cl.[Cl:23][C:24]1[CH:25]=[C:26]([CH:30]=[CH:31][N:32]=1)[C:27](O)=[O:28].O.NN. Given the product [Cl:23][C:24]1[CH:25]=[C:26]([CH:30]=[CH:31][N:32]=1)[C:27]([NH:7][NH2:8])=[O:28], predict the reactants needed to synthesize it. (4) The reactants are: [C:1]([O:5][C:6](=[O:20])[NH:7][CH2:8][CH2:9][N:10]1[C:18]2[C:17](Cl)=[N:16][CH:15]=[N:14][C:13]=2[CH:12]=[CH:11]1)([CH3:4])([CH3:3])[CH3:2].[Cl:21][C:22]1[CH:23]=[C:24]([CH:26]=[CH:27][C:28]=1[O:29][C:30]1[CH:35]=[CH:34][CH:33]=[C:32]([O:36][C:37]([F:40])([F:39])[F:38])[CH:31]=1)[NH2:25].C(=O)([O-])O.[Na+]. Given the product [Cl:21][C:22]1[CH:23]=[C:24]([NH:25][C:17]2[C:18]3[N:10]([CH2:9][CH2:8][NH:7][C:6](=[O:20])[O:5][C:1]([CH3:4])([CH3:3])[CH3:2])[CH:11]=[CH:12][C:13]=3[N:14]=[CH:15][N:16]=2)[CH:26]=[CH:27][C:28]=1[O:29][C:30]1[CH:35]=[CH:34][CH:33]=[C:32]([O:36][C:37]([F:39])([F:40])[F:38])[CH:31]=1, predict the reactants needed to synthesize it. (5) Given the product [CH3:32][S:29]([C:26]1[CH:27]=[CH:28][C:23]([O:21][C:19]2[C:15]3[CH:16]=[CH:17][O:18][C:14]=3[CH:13]=[C:12]([C:10]([NH:39][C:36]3[CH:37]=[CH:38][N:34]([CH3:33])[N:35]=3)=[O:11])[CH:20]=2)=[CH:24][CH:25]=1)(=[O:31])=[O:30], predict the reactants needed to synthesize it. The reactants are: C([O-])([O-])=O.[Cs+].[Cs+].C(O[C:10]([C:12]1[CH:20]=[C:19]([OH:21])[C:15]2[CH:16]=[CH:17][O:18][C:14]=2[CH:13]=1)=[O:11])C.F[C:23]1[CH:28]=[CH:27][C:26]([S:29]([CH3:32])(=[O:31])=[O:30])=[CH:25][CH:24]=1.[CH3:33][N:34]1[CH:38]=[CH:37][C:36]([NH2:39])=[N:35]1.CN(C(ON1N=NC2C=CC=NC1=2)=[N+](C)C)C.F[P-](F)(F)(F)(F)F. (6) Given the product [CH3:21][N:22]([CH3:33])[S:23]([C:26]1[CH:31]=[CH:30][C:29]([NH:8][C:5]2[N:4]=[C:3]([CH:9]3[CH:10]=[N:11][CH:12]([CH3:20])[N:13]3[CH:14]3[CH2:19][CH2:18][O:17][CH2:16][CH2:15]3)[CH:2]=[CH:7][N:6]=2)=[CH:28][N:27]=1)(=[O:25])=[O:24], predict the reactants needed to synthesize it. The reactants are: F[C:2]1[C:3]([C:9]2[N:13]([CH:14]3[CH2:19][CH2:18][O:17][CH2:16][CH2:15]3)[C:12]([CH3:20])=[N:11][CH:10]=2)=[N:4][C:5]([NH2:8])=[N:6][CH:7]=1.[CH3:21][N:22]([CH3:33])[S:23]([C:26]1[CH:31]=[CH:30][C:29](Br)=[CH:28][N:27]=1)(=[O:25])=[O:24].C([O-])([O-])=O.[Cs+].[Cs+].CC1(C)C2C(=C(P(C3C=CC=CC=3)C3C=CC=CC=3)C=CC=2)OC2C(P(C3C=CC=CC=3)C3C=CC=CC=3)=CC=CC1=2. (7) Given the product [CH2:6]([O:13][CH2:14][CH2:15][CH2:16][CH2:17][O:18][S:2]([CH3:1])(=[O:4])=[O:3])[C:7]1[CH:12]=[CH:11][CH:10]=[CH:9][CH:8]=1, predict the reactants needed to synthesize it. The reactants are: [CH3:1][S:2](Cl)(=[O:4])=[O:3].[CH2:6]([O:13][CH2:14][CH2:15][CH2:16][CH2:17][OH:18])[C:7]1[CH:12]=[CH:11][CH:10]=[CH:9][CH:8]=1.CCN(CC)CC.